From a dataset of Forward reaction prediction with 1.9M reactions from USPTO patents (1976-2016). Predict the product of the given reaction. (1) The product is: [C:1]([Si:5]([O:8]/[C:9](/[C:12]1[CH:17]=[CH:16][CH:15]=[C:14]([Cl:18])[CH:13]=1)=[CH:10]\[CH2:11][CH3:20])([CH3:7])[CH3:6])([CH3:2])([CH3:3])[CH3:4]. Given the reactants [C:1]([Si:5]([O:8]/[C:9](/[C:12]1[CH:17]=[CH:16][CH:15]=[C:14]([Cl:18])[CH:13]=1)=[CH:10]\[CH3:11])([CH3:7])[CH3:6])([CH3:4])([CH3:3])[CH3:2].Cl[CH:20](C)CC(C1C=CC=CC=1)=O.[Si](OS(C(F)(F)F)(=O)=O)(C(C)(C)C)(C)C.CCN(CC)CC, predict the reaction product. (2) Given the reactants [C:1]([Br:5])(Br)(Br)Br.OC[CH2:8][CH2:9][CH2:10][N:11]1[C:19]2[C:18](=[O:20])[NH:17][C:16]([NH:21][CH2:22][C:23]3[CH:28]=[CH:27][C:26]([Cl:29])=[C:25]([Cl:30])[CH:24]=3)=[N:15][C:14]=2[N:13]=[CH:12]1.C1(P(C2C=CC=CC=2)C2C=CC=CC=2)C=CC=CC=1, predict the reaction product. The product is: [Br:5][CH2:1][CH2:8][CH2:9][CH2:10][N:11]1[C:19]2[C:18](=[O:20])[NH:17][C:16]([NH:21][CH2:22][C:23]3[CH:28]=[CH:27][C:26]([Cl:29])=[C:25]([Cl:30])[CH:24]=3)=[N:15][C:14]=2[N:13]=[CH:12]1. (3) Given the reactants [ClH:1].C[O:3][C:4](=[O:38])[C:5]1[CH:10]=[CH:9][C:8]([O:11][C:12]2[CH:17]=[CH:16][C:15]([CH2:18][C@H:19]([NH2:37])[C:20]3[N:21]([CH2:33][CH2:34][CH2:35][CH3:36])[CH:22]=[C:23]([C:25]4[CH:30]=[CH:29][C:28](Cl)=[CH:27][C:26]=4[Cl:32])[N:24]=3)=[CH:14][CH:13]=2)=[CH:7][CH:6]=1.[CH3:39][O:40][C:41]1[CH:49]=[CH:48][C:44]([C:45](O)=[O:46])=[CH:43][CH:42]=1, predict the reaction product. The product is: [CH2:33]([N:21]1[CH:22]=[C:23]([C:25]2[CH:30]=[CH:29][C:28]([Cl:1])=[CH:27][C:26]=2[Cl:32])[N:24]=[C:20]1[C@@H:19]([NH:37][C:45](=[O:46])[C:44]1[CH:48]=[CH:49][C:41]([O:40][CH3:39])=[CH:42][CH:43]=1)[CH2:18][C:15]1[CH:14]=[CH:13][C:12]([O:11][C:8]2[CH:9]=[CH:10][C:5]([C:4]([OH:3])=[O:38])=[CH:6][CH:7]=2)=[CH:17][CH:16]=1)[CH2:34][CH2:35][CH3:36]. (4) The product is: [F:32][C:29]1[CH:28]=[N:27][C:26]([CH:9]2[CH2:11][CH:10]2[CH2:12][NH:13][C:14](=[O:23])[O:15][CH2:16][C:17]2[CH:18]=[CH:19][CH:20]=[CH:21][CH:22]=2)=[N:31][CH:30]=1. Given the reactants CC1(C)C(C)(C)OB([CH:9]2[CH2:11][CH:10]2[CH2:12][NH:13][C:14](=[O:23])[O:15][CH2:16][C:17]2[CH:22]=[CH:21][CH:20]=[CH:19][CH:18]=2)O1.Cl[C:26]1[N:31]=[CH:30][C:29]([F:32])=[CH:28][N:27]=1.C(=O)([O-])[O-].[K+].[K+], predict the reaction product. (5) Given the reactants [N:1]1([C:7]2[N:16]=[CH:15][C:14]3[C:13](=O)[NH:12][CH:11]=[N:10][C:9]=3[CH:8]=2)[CH2:6][CH2:5][O:4][CH2:3][CH2:2]1.P(Cl)(Cl)([Cl:20])=O.CCN(C(C)C)C(C)C, predict the reaction product. The product is: [Cl:20][C:13]1[C:14]2[CH:15]=[N:16][C:7]([N:1]3[CH2:6][CH2:5][O:4][CH2:3][CH2:2]3)=[CH:8][C:9]=2[N:10]=[CH:11][N:12]=1. (6) Given the reactants [F:1][C:2]1[C:10]([Cl:11])=[CH:9][C:8]([C:12]([F:15])([F:14])[F:13])=[CH:7][C:3]=1[C:4]([OH:6])=O.CN(C=O)C.C(Cl)(=O)C(Cl)=O.Cl.[C:28]([C:32]1[CH:50]=[CH:49][C:35]([CH2:36][NH:37][CH2:38][CH2:39][C:40]2[CH:45]=[CH:44][C:43]([Cl:46])=[C:42]([CH2:47][CH3:48])[CH:41]=2)=[CH:34][CH:33]=1)([CH3:31])([CH3:30])[CH3:29].C(N(CC)CC)C, predict the reaction product. The product is: [C:28]([C:32]1[CH:50]=[CH:49][C:35]([CH2:36][N:37]([CH2:38][CH2:39][C:40]2[CH:45]=[CH:44][C:43]([Cl:46])=[C:42]([CH2:47][CH3:48])[CH:41]=2)[C:4](=[O:6])[C:3]2[CH:7]=[C:8]([C:12]([F:15])([F:14])[F:13])[CH:9]=[C:10]([Cl:11])[C:2]=2[F:1])=[CH:34][CH:33]=1)([CH3:30])([CH3:29])[CH3:31]. (7) Given the reactants [Cl:1][C:2]1[CH:18]=[C:17]([C:19](=[N:21][OH:22])[NH2:20])[CH:16]=[CH:15][C:3]=1[CH2:4][N:5]([CH3:14])[CH2:6][C:7]([O:9][C:10]([CH3:13])([CH3:12])[CH3:11])=[O:8].[CH3:23][O:24][CH2:25][C:26]1[CH:31]=[C:30]([C:32](O)=O)[CH:29]=[CH:28][C:27]=1[C:35]1[CH:40]=[CH:39][CH:38]=[CH:37][C:36]=1[CH3:41].C(Cl)CCl, predict the reaction product. The product is: [Cl:1][C:2]1[CH:18]=[C:17]([C:19]2[N:20]=[C:32]([C:30]3[CH:29]=[CH:28][C:27]([C:35]4[CH:40]=[CH:39][CH:38]=[CH:37][C:36]=4[CH3:41])=[C:26]([CH2:25][O:24][CH3:23])[CH:31]=3)[O:22][N:21]=2)[CH:16]=[CH:15][C:3]=1[CH2:4][N:5]([CH3:14])[CH2:6][C:7]([O:9][C:10]([CH3:11])([CH3:13])[CH3:12])=[O:8].